From a dataset of Peptide-MHC class II binding affinity with 134,281 pairs from IEDB. Regression. Given a peptide amino acid sequence and an MHC pseudo amino acid sequence, predict their binding affinity value. This is MHC class II binding data. (1) The peptide sequence is GQIGNDPNRDIL. The MHC is HLA-DPA10201-DPB11401 with pseudo-sequence HLA-DPA10201-DPB11401. The binding affinity (normalized) is 0. (2) The peptide sequence is ALSAEYAAVAQELSV. The MHC is HLA-DPA10201-DPB10501 with pseudo-sequence HLA-DPA10201-DPB10501. The binding affinity (normalized) is 0.0334. (3) The MHC is DRB1_0701 with pseudo-sequence DRB1_0701. The peptide sequence is LALVGFLGGLITGIS. The binding affinity (normalized) is 0.445. (4) The peptide sequence is GNQNFLTVFDSTSCN. The MHC is DRB4_0101 with pseudo-sequence DRB4_0103. The binding affinity (normalized) is 0.158. (5) The peptide sequence is EDNFFLFGAKADQVA. The MHC is HLA-DQA10501-DQB10301 with pseudo-sequence HLA-DQA10501-DQB10301. The binding affinity (normalized) is 0.333. (6) The peptide sequence is LTSQFFLPALPVFTWL. The MHC is DRB1_0405 with pseudo-sequence DRB1_0405. The binding affinity (normalized) is 0.389.